This data is from Tox21: 12 toxicity assays (nuclear receptors and stress response pathways). The task is: Binary classification across 12 toxicity assays. (1) The compound is CCCCCCC(C)Nc1ccc(Nc2ccccc2)cc1. It tested positive (active) for: SR-MMP (Mitochondrial Membrane Potential disruption). (2) The compound is c1ccc(Nc2cccc3ccccc23)cc1. It tested positive (active) for: NR-AhR (Aryl hydrocarbon Receptor agonist activity), NR-ER (Estrogen Receptor agonist activity), and NR-ER-LBD (Estrogen Receptor Ligand Binding Domain agonist).